This data is from Full USPTO retrosynthesis dataset with 1.9M reactions from patents (1976-2016). The task is: Predict the reactants needed to synthesize the given product. (1) The reactants are: CN(C=O)C.B.[Na].O.S(=O)(=O)(O)O.[CH:14]12[CH2:20][CH:17]([CH:18]=[CH:19]1)[CH:16]1[C:21]([O:23][C:24](=O)[CH:15]21)=[O:22]. Given the product [C:17]12[CH2:20][CH:14]([CH2:19][CH2:18]1)[CH:15]1[C:16]=2[C:21](=[O:22])[O:23][CH2:24]1, predict the reactants needed to synthesize it. (2) Given the product [C:33]([O:37][C:38]([N:40]([C:45]1[CH:53]=[CH:52][C:48]([C:49]([O:14][CH2:13][CH2:12][C:11]([O:10][C@H:9]([C:16]2[CH:21]=[CH:20][C:19]([O:22][CH:23]([F:25])[F:24])=[C:18]([O:26][CH2:27][CH:28]3[CH2:30][CH2:29]3)[CH:17]=2)[CH2:8][C:7]2[C:2]([Cl:1])=[CH:3][N+:4]([O-:32])=[CH:5][C:6]=2[Cl:31])=[O:15])=[O:50])=[CH:47][C:46]=1[O:54][CH2:55][CH:56]1[CH2:57][CH2:58]1)[S:41]([CH3:44])(=[O:43])=[O:42])=[O:39])([CH3:36])([CH3:34])[CH3:35], predict the reactants needed to synthesize it. The reactants are: [Cl:1][C:2]1[CH:3]=[N+:4]([O-:32])[CH:5]=[C:6]([Cl:31])[C:7]=1[CH2:8][C@@H:9]([C:16]1[CH:21]=[CH:20][C:19]([O:22][CH:23]([F:25])[F:24])=[C:18]([O:26][CH2:27][CH:28]2[CH2:30][CH2:29]2)[CH:17]=1)[O:10][C:11](=[O:15])[CH2:12][CH2:13][OH:14].[C:33]([O:37][C:38]([N:40]([C:45]1[CH:53]=[CH:52][C:48]([C:49](O)=[O:50])=[CH:47][C:46]=1[O:54][CH2:55][CH:56]1[CH2:58][CH2:57]1)[S:41]([CH3:44])(=[O:43])=[O:42])=[O:39])([CH3:36])([CH3:35])[CH3:34].C(Cl)CCl. (3) Given the product [OH:21][C:3]12[C:13]3[C:18](=[CH:17][CH:16]=[CH:15][CH:14]=3)[C:19](=[O:20])[C:35]1([NH:37][S:25]([CH2:22][CH2:23][CH3:24])(=[O:27])=[O:26])[C:36]1[CH:30]=[CH:11][C:9]([CH:8]([CH3:7])[CH3:12])=[CH:10][C:5]=1[O:4]2, predict the reactants needed to synthesize it. The reactants are: ClC12[C:19](=[O:20])[C:18]3[C:13](=[CH:14][CH:15]=[CH:16][CH:17]=3)[C:3]1([OH:21])[O:4][C:5]1[CH:10]=[C:9]([CH3:11])[C:8]([CH3:12])=[CH:7]C=12.[CH2:22]([S:25](Cl)(=[O:27])=[O:26])[CH2:23][CH3:24].N1C=CC=C[CH:30]=1.[C:35](#[N:37])[CH3:36]. (4) Given the product [C:1]1([C:7]2[CH:11]=[C:10]([C:12]3[CH:13]=[CH:14][C:15]([C:16]([OH:18])=[O:17])=[CH:20][CH:21]=3)[O:9][N:8]=2)[CH:2]=[CH:3][CH:4]=[CH:5][CH:6]=1, predict the reactants needed to synthesize it. The reactants are: [C:1]1([C:7]2[CH:11]=[C:10]([C:12]3[CH:21]=[CH:20][C:15]([C:16]([O:18]C)=[O:17])=[CH:14][CH:13]=3)[O:9][N:8]=2)[CH:6]=[CH:5][CH:4]=[CH:3][CH:2]=1.[OH-].[Na+].O1CCCC1.Cl.